Dataset: Reaction yield outcomes from USPTO patents with 853,638 reactions. Task: Predict the reaction yield, written as a fraction of the theoretical maximum amount of product (1.0 means a 100% yield; for example, 0.34 means a 34% yield). (1) The reactants are [Br:1][C:2]1[CH:7]=[CH:6][C:5]([NH:8][C:9]2[C:10]([C:24]([OH:26])=O)=[CH:11][C:12]3[N:16]([CH2:17][CH2:18][CH2:19][CH:20]=[CH2:21])[CH:15]=[N:14][C:13]=3[C:22]=2[F:23])=[C:4]([CH3:27])[CH:3]=1.CCN(C(C)C)C(C)C.C1CN([P+](ON2N=NC3C=[CH:58][CH:59]=[CH:60][C:55]2=3)(N2CCCC2)N2CCCC2)CC1.F[P-](F)(F)(F)(F)F.Cl.C1([N:74](C)[OH:75])CC1. The catalyst is C1COCC1.C(Cl)Cl.C(OCC)(=O)C. The product is [CH:59]1([CH2:58][O:75][NH:74][C:24]([C:10]2[C:9]([NH:8][C:5]3[CH:6]=[CH:7][C:2]([Br:1])=[CH:3][C:4]=3[CH3:27])=[C:22]([F:23])[C:13]3[N:14]=[CH:15][N:16]([CH2:17][CH2:18][CH2:19][CH:20]=[CH2:21])[C:12]=3[CH:11]=2)=[O:26])[CH2:60][CH2:55]1. The yield is 0.700. (2) The reactants are [O:1]=[C:2]1[NH:7][C:6]2[CH:8]=[C:9]([O:12][C@H:13]3[CH2:17][CH2:16][N:15](C(OC(C)(C)C)=O)[CH2:14]3)[CH:10]=[CH:11][C:5]=2[O:4][CH2:3]1.Cl.CCO. No catalyst specified. The product is [NH:15]1[CH2:16][CH2:17][C@H:13]([O:12][C:9]2[CH:10]=[CH:11][C:5]3[O:4][CH2:3][C:2](=[O:1])[NH:7][C:6]=3[CH:8]=2)[CH2:14]1. The yield is 0.920. (3) The reactants are [C:1]([CH2:3][N:4]1[CH2:8][CH2:7][N:6]([CH2:9][C:10]#[N:11])[CH:5]1[C:12]1[CH:17]=[CH:16][CH:15]=[CH:14][CH:13]=1)#[N:2].[CH2:18]1[CH2:22]O[CH2:20][CH2:19]1. The yield is 0.848. The product is [CH:20](=[N:11][CH2:10][CH2:9][N:6]1[CH2:7][CH2:8][N:4]([CH2:3][CH2:1][N:2]=[CH:22][C:18]2[CH:16]=[CH:15][CH:14]=[CH:20][CH:19]=2)[CH:5]1[C:12]1[CH:17]=[CH:16][CH:15]=[CH:14][CH:13]=1)[C:19]1[CH:13]=[CH:12][CH:5]=[CH:22][CH:18]=1. No catalyst specified. (4) The reactants are Br[C:2]1[C:3]([CH3:25])=[CH:4][CH:5]=[C:6]2[C:11]=1[N:10]=[C:9]([NH:12][C:13]1[CH:18]=[CH:17][C:16]([N:19]3[CH2:24][CH2:23][O:22][CH2:21][CH2:20]3)=[CH:15][CH:14]=1)[N:8]=[CH:7]2.CC1(C)C(C)(C)OB([C:34]2[CH:35]=[C:36]([CH:38]=[CH:39][CH:40]=2)[NH2:37])O1.C([O-])([O-])=O.[Na+].[Na+]. The catalyst is O1CCOCC1.O.CC(=O)OCC.C1C=CC(P(C2C=CC=CC=2)[C-]2C=CC=C2)=CC=1.C1C=CC(P(C2C=CC=CC=2)[C-]2C=CC=C2)=CC=1.Cl[Pd]Cl.[Fe+2]. The product is [NH2:37][C:36]1[CH:35]=[C:34]([C:2]2[C:3]([CH3:25])=[CH:4][CH:5]=[C:6]3[C:11]=2[N:10]=[C:9]([NH:12][C:13]2[CH:18]=[CH:17][C:16]([N:19]4[CH2:20][CH2:21][O:22][CH2:23][CH2:24]4)=[CH:15][CH:14]=2)[N:8]=[CH:7]3)[CH:40]=[CH:39][CH:38]=1. The yield is 0.854. (5) The reactants are C(O[C:4]([C:6]1[C:11](=[O:12])[N:10]([CH2:13][CH2:14][CH:15]([CH3:17])[CH3:16])[N:9]2[CH:18]=[CH:19][CH:20]=[C:8]2[C:7]=1[OH:21])=O)C.[NH2:22][C:23]1[CH:28]=[CH:27][CH:26]=[CH:25][C:24]=1[S:29]([NH2:32])(=[O:31])=[O:30]. The catalyst is C(O)C. The product is [O:30]=[S:29]1(=[O:31])[C:24]2[CH:25]=[CH:26][CH:27]=[CH:28][C:23]=2[NH:22][C:4]([C:6]2[C:11](=[O:12])[N:10]([CH2:13][CH2:14][CH:15]([CH3:16])[CH3:17])[N:9]3[CH:18]=[CH:19][CH:20]=[C:8]3[C:7]=2[OH:21])=[N:32]1. The yield is 0.520. (6) The reactants are [Br:1][C:2]1[CH:7]=[CH:6][C:5]([CH:8]2[CH2:12][CH2:11][CH2:10][NH:9]2)=[CH:4][CH:3]=1.[C:13](=O)([O-])[O-].[K+].[K+].CN(C)C=O.CI. The catalyst is C(OCC)(=O)C. The product is [Br:1][C:2]1[CH:3]=[CH:4][C:5]([CH:8]2[CH2:12][CH2:11][CH2:10][N:9]2[CH3:13])=[CH:6][CH:7]=1. The yield is 0.440.